This data is from Forward reaction prediction with 1.9M reactions from USPTO patents (1976-2016). The task is: Predict the product of the given reaction. (1) Given the reactants [CH:1]1(P(C2CCCCC2)C2C=CC=CC=2C2C(OC)=CC=CC=2OC)CCCCC1.[C:30]1([C:54]2[CH:59]=[CH:58][CH:57]=[CH:56][CH:55]=2)[CH:35]=[CH:34][CH:33]=[CH:32][C:31]=1[CH2:36][N:37]1[C:46]2[C:41](=[N:42][CH:43]=[C:44](Br)[CH:45]=2)[C:40](=[O:48])[C:39]([C:49]([O:51][CH2:52][CH3:53])=[O:50])=[CH:38]1.[Mg+2].[Cl-].C[Zn+].[Cl-].[Cl-], predict the reaction product. The product is: [C:30]1([C:54]2[CH:59]=[CH:58][CH:57]=[CH:56][CH:55]=2)[CH:35]=[CH:34][CH:33]=[CH:32][C:31]=1[CH2:36][N:37]1[C:46]2[C:41](=[N:42][CH:43]=[C:44]([CH3:1])[CH:45]=2)[C:40](=[O:48])[C:39]([C:49]([O:51][CH2:52][CH3:53])=[O:50])=[CH:38]1. (2) Given the reactants F[C:2]1[C:3]([C:9](=O)[CH2:10][C:11]2[CH:16]=[CH:15][CH:14]=[CH:13][C:12]=2[F:17])=[N:4][CH:5]=[C:6]([F:8])[CH:7]=1.O.[NH2:20][NH2:21], predict the reaction product. The product is: [F:8][C:6]1[CH:7]=[C:2]2[NH:21][N:20]=[C:9]([CH2:10][C:11]3[CH:16]=[CH:15][CH:14]=[CH:13][C:12]=3[F:17])[C:3]2=[N:4][CH:5]=1. (3) The product is: [CH3:33][N:32]([CH3:34])[C:27]1[N:28]=[C:29]([CH3:31])[N:30]=[C:25]([N:7]2[CH2:6][CH:5]3[CH2:1][N:2]([C:9]([C:11]4[CH:16]=[CH:15][C:14]([O:17][CH3:18])=[CH:13][C:12]=4[N:19]4[N:20]=[CH:21][CH:22]=[N:23]4)=[O:10])[CH2:3][CH:4]3[CH2:8]2)[CH:26]=1. Given the reactants [CH2:1]1[CH:5]2[CH2:6][NH:7][CH2:8][CH:4]2[CH2:3][N:2]1[C:9]([C:11]1[CH:16]=[CH:15][C:14]([O:17][CH3:18])=[CH:13][C:12]=1[N:19]1[N:23]=[CH:22][CH:21]=[N:20]1)=[O:10].Cl[C:25]1[N:30]=[C:29]([CH3:31])[N:28]=[C:27]([N:32]([CH3:34])[CH3:33])[CH:26]=1, predict the reaction product. (4) Given the reactants [CH2:1]([O:3][C:4](=[O:41])[CH2:5][CH2:6][CH2:7][O:8][C:9]1[CH:14]=[CH:13][CH:12]=[C:11]([CH2:15][CH2:16][CH2:17][CH2:18][CH2:19][CH2:20][O:21][C:22]2[CH:27]=[C:26]([S:28]([CH2:31][CH3:32])(=[O:30])=[O:29])[CH:25]=[C:24](Br)[CH:23]=2)[C:10]=1[CH2:34][CH2:35][C:36]([O:38][CH2:39][CH3:40])=[O:37])[CH3:2].[F:42][C:43]1[CH:48]=[CH:47][C:46](B(O)O)=[CH:45][CH:44]=1.C(=O)([O-])[O-].[Cs+].[Cs+], predict the reaction product. The product is: [CH2:1]([O:3][C:4](=[O:41])[CH2:5][CH2:6][CH2:7][O:8][C:9]1[CH:14]=[CH:13][CH:12]=[C:11]([CH2:15][CH2:16][CH2:17][CH2:18][CH2:19][CH2:20][O:21][C:22]2[CH:23]=[C:24]([C:46]3[CH:47]=[CH:48][C:43]([F:42])=[CH:44][CH:45]=3)[CH:25]=[C:26]([S:28]([CH2:31][CH3:32])(=[O:30])=[O:29])[CH:27]=2)[C:10]=1[CH2:34][CH2:35][C:36]([O:38][CH2:39][CH3:40])=[O:37])[CH3:2]. (5) Given the reactants [Si:1]([O:8][CH2:9][C:10]1[CH:15]=[CH:14][C:13]([CH:16]([C:18]2[CH:23]=[CH:22][CH:21]=[C:20]([CH2:24][N:25]3[C:29]4=[N:30][C:31]([CH3:35])=[CH:32][C:33]([CH3:34])=[C:28]4[N:27]=[C:26]3[CH2:36][CH3:37])[CH:19]=2)[OH:17])=[CH:12][CH:11]=1)([C:4]([CH3:7])([CH3:6])[CH3:5])([CH3:3])[CH3:2], predict the reaction product. The product is: [CH2:36]([C:26]1[N:25]([CH2:24][C:20]2[CH:19]=[C:18]([CH:23]=[CH:22][CH:21]=2)[C:16]([C:13]2[CH:12]=[CH:11][C:10]([CH2:9][O:8][Si:1]([C:4]([CH3:6])([CH3:7])[CH3:5])([CH3:2])[CH3:3])=[CH:15][CH:14]=2)=[O:17])[C:29]2=[N:30][C:31]([CH3:35])=[CH:32][C:33]([CH3:34])=[C:28]2[N:27]=1)[CH3:37]. (6) Given the reactants [CH3:1][C:2]1[C:41]([CH3:42])=[CH:40][C:5]2[N:6]([C:21]([C:34]3[CH:39]=[CH:38][CH:37]=[CH:36][CH:35]=3)([C:28]3[CH:33]=[CH:32][CH:31]=[CH:30][CH:29]=3)[C:22]3[CH:27]=[CH:26][CH:25]=[CH:24][CH:23]=3)[C:7]([CH:9]([OH:20])[C:10]3[C:11]([F:19])=[C:12]([OH:18])[CH:13]=[C:14]([CH2:16][CH3:17])[CH:15]=3)=[N:8][C:4]=2[CH:3]=1.C([O-])([O-])=O.[K+].[K+].I[CH2:50][CH3:51], predict the reaction product. The product is: [CH3:1][C:2]1[C:41]([CH3:42])=[CH:40][C:5]2[N:6]([C:21]([C:28]3[CH:29]=[CH:30][CH:31]=[CH:32][CH:33]=3)([C:34]3[CH:39]=[CH:38][CH:37]=[CH:36][CH:35]=3)[C:22]3[CH:27]=[CH:26][CH:25]=[CH:24][CH:23]=3)[C:7]([CH:9]([C:10]3[CH:15]=[C:14]([CH2:16][CH3:17])[CH:13]=[C:12]([O:18][CH2:50][CH3:51])[C:11]=3[F:19])[OH:20])=[N:8][C:4]=2[CH:3]=1. (7) Given the reactants [C:1]1([C:7]#[CH:8])[CH:6]=[CH:5][CH:4]=[CH:3][CH:2]=1.CCN(CC)CC.[Cl:16][C:17]1[CH:22]=[CH:21][CH:20]=[CH:19][C:18]=1[C:23]1[C:27](I)=[C:26]([NH:29][C:30](=[O:32])[CH3:31])[N:25]([CH3:33])[N:24]=1, predict the reaction product. The product is: [Cl:16][C:17]1[CH:22]=[CH:21][CH:20]=[CH:19][C:18]=1[C:23]1[C:27]([C:8]#[C:7][C:1]2[CH:6]=[CH:5][CH:4]=[CH:3][CH:2]=2)=[C:26]([NH:29][C:30](=[O:32])[CH3:31])[N:25]([CH3:33])[N:24]=1.